Dataset: Reaction yield outcomes from USPTO patents with 853,638 reactions. Task: Predict the reaction yield, written as a fraction of the theoretical maximum amount of product (1.0 means a 100% yield; for example, 0.34 means a 34% yield). (1) The reactants are [CH:1]1[C:13]2[CH:12]([CH2:14][O:15][C:16]([NH:18][C@@H:19]([CH2:27][C:28]3[CH:29]=[N:30][C:31]([C:34]4[CH:39]=[CH:38][CH:37]=[CH:36][C:35]=4[CH3:40])=[CH:32][CH:33]=3)[C:20]([O:22]C(C)(C)C)=[O:21])=[O:17])[C:11]3[C:6](=[CH:7][CH:8]=[CH:9][CH:10]=3)[C:5]=2[CH:4]=[CH:3][CH:2]=1.[Cl-:41].[Ca+2].[Cl-]. The catalyst is C(O)(C(F)(F)F)=O. The product is [ClH:41].[CH:1]1[C:13]2[CH:12]([CH2:14][O:15][C:16]([NH:18][C@@H:19]([CH2:27][C:28]3[CH:29]=[N:30][C:31]([C:34]4[CH:39]=[CH:38][CH:37]=[CH:36][C:35]=4[CH3:40])=[CH:32][CH:33]=3)[C:20]([OH:22])=[O:21])=[O:17])[C:11]3[C:6](=[CH:7][CH:8]=[CH:9][CH:10]=3)[C:5]=2[CH:4]=[CH:3][CH:2]=1. The yield is 1.00. (2) The reactants are [C:1]1([CH3:24])[CH:6]=[CH:5][C:4]([C:7]2[CH:23]=[C:10]3[CH:11]=[C:12]([C:15]4[CH:16]=[C:17]([CH:20]=[CH:21][CH:22]=4)[CH:18]=[O:19])[CH:13]=[CH:14][N:9]3[N:8]=2)=[CH:3][CH:2]=1.[C:25]([Mg]Br)#[CH:26]. The catalyst is O1CCCC1. The product is [C:1]1([CH3:24])[CH:2]=[CH:3][C:4]([C:7]2[CH:23]=[C:10]3[CH:11]=[C:12]([C:15]4[CH:16]=[C:17]([CH:18]([OH:19])[C:25]#[CH:26])[CH:20]=[CH:21][CH:22]=4)[CH:13]=[CH:14][N:9]3[N:8]=2)=[CH:5][CH:6]=1. The yield is 0.540. (3) The reactants are [CH3:1][O:2][C:3]1[CH:4]=[C:5]2[C:10](=[CH:11][CH:12]=1)[CH:9]=[C:8]([C:13]1[C:21]3[C:16](=[CH:17][CH:18]=[C:19]([C:22]([OH:24])=O)[CH:20]=3)[N:15]([CH:25]3[CH2:30][CH2:29][CH2:28][CH2:27][O:26]3)[N:14]=1)[CH:7]=[CH:6]2.C1C=CC2N(O)N=NC=2C=1.CCN=C=NCCCN(C)C.Cl.[NH2:53][CH2:54][CH2:55][N:56]1[CH2:61][CH2:60][O:59][CH2:58][CH2:57]1. The catalyst is C(Cl)Cl.C1COCC1. The product is [N:56]1([CH2:55][CH2:54][NH:53][C:22]([C:19]2[CH:20]=[C:21]3[C:16](=[CH:17][CH:18]=2)[N:15]([CH:25]2[CH2:30][CH2:29][CH2:28][CH2:27][O:26]2)[N:14]=[C:13]3[C:8]2[CH:7]=[CH:6][C:5]3[C:10](=[CH:11][CH:12]=[C:3]([O:2][CH3:1])[CH:4]=3)[CH:9]=2)=[O:24])[CH2:61][CH2:60][O:59][CH2:58][CH2:57]1. The yield is 0.500. (4) The reactants are [CH2:1]1[CH2:20][O:19][C:3]([CH2:10][CH2:11][CH2:12][CH2:13][CH2:14][CH2:15][CH2:16][CH2:17][CH3:18])([CH2:4][C:5]([O:7]CC)=[O:6])[O:2]1.O[Li].O.C1COCC1.Cl. The catalyst is O. The product is [CH2:20]1[CH2:1][O:2][C:3]([CH2:10][CH2:11][CH2:12][CH2:13][CH2:14][CH2:15][CH2:16][CH2:17][CH3:18])([CH2:4][C:5]([OH:7])=[O:6])[O:19]1. The yield is 0.810. (5) The reactants are [NH2:1][C:2]1[CH:3]=[CH:4][C:5]([O:29][CH3:30])=[C:6]([CH:28]=1)[CH2:7][N:8]1[CH2:13][CH2:12][C:11](=[O:14])[CH:10]([CH:15]([C:22]2[CH:27]=[CH:26][CH:25]=[CH:24][CH:23]=2)[C:16]2[CH:21]=[CH:20][CH:19]=[CH:18][CH:17]=2)[CH2:9]1.C(N(CC)CC)C.[CH3:38][S:39](Cl)(=[O:41])=[O:40].C(OC(C)C)(C)C. The catalyst is ClCCl.O.C(OCC)(=O)C. The product is [CH:15]([CH:10]1[C:11](=[O:14])[CH2:12][CH2:13][N:8]([CH2:7][C:6]2[CH:28]=[C:2]([N:1]([S:39]([CH3:38])(=[O:41])=[O:40])[S:39]([CH3:38])(=[O:41])=[O:40])[CH:3]=[CH:4][C:5]=2[O:29][CH3:30])[CH2:9]1)([C:22]1[CH:27]=[CH:26][CH:25]=[CH:24][CH:23]=1)[C:16]1[CH:21]=[CH:20][CH:19]=[CH:18][CH:17]=1. The yield is 0.660. (6) The reactants are [N-:1]=[N+:2]=[N-:3].[Na+].[C:5]1([N:11]=[C:12](Cl)[C:13]([Cl:24])([Cl:23])[C:14]([NH:16][C:17]2[CH:22]=[CH:21][CH:20]=[CH:19][CH:18]=2)=[O:15])[CH:10]=[CH:9][CH:8]=[CH:7][CH:6]=1.[Cl-].[Na+]. The catalyst is CC(C)=O. The yield is 0.290. The product is [C:17]1([NH:16][C:14](=[O:15])[C:13]([Cl:24])([Cl:23])[C:12]2[N:11]([C:5]3[CH:6]=[CH:7][CH:8]=[CH:9][CH:10]=3)[N:3]=[N:2][N:1]=2)[CH:18]=[CH:19][CH:20]=[CH:21][CH:22]=1.